Dataset: Forward reaction prediction with 1.9M reactions from USPTO patents (1976-2016). Task: Predict the product of the given reaction. (1) Given the reactants [CH3:1][O:2][C:3](=[O:16])[CH2:4][C:5]1[CH:10]=[CH:9][C:8]([C:11](=[NH:14])[NH:12][OH:13])=[CH:7][C:6]=1[CH3:15].[CH3:17][C:18](OC(C)=O)=O, predict the reaction product. The product is: [CH3:1][O:2][C:3](=[O:16])[CH2:4][C:5]1[CH:10]=[CH:9][C:8]([C:11]2[N:14]=[C:17]([CH3:18])[O:13][N:12]=2)=[CH:7][C:6]=1[CH3:15]. (2) Given the reactants [NH:1]1[C:11]2[C:6](=[CH:7][CH:8]=[CH:9][CH:10]=2)[C:4](=O)[C:2]1=O.C(O)(=O)CC(O)=O.C([K])C.C(OCC)(=O)C.CCCCCC, predict the reaction product. The product is: [NH:1]1[C:11]2[C:6](=[CH:7][CH:8]=[CH:9][CH:10]=2)[CH:4]=[CH:2]1.